This data is from Catalyst prediction with 721,799 reactions and 888 catalyst types from USPTO. The task is: Predict which catalyst facilitates the given reaction. (1) Reactant: [Br:1][C:2]1[CH:3]=[C:4]([C@:9]([NH:19][S@@:20]([C:22]([CH3:25])([CH3:24])[CH3:23])=[O:21])([CH3:18])[CH2:10][C:11](OC(C)(C)C)=[O:12])[C:5]([F:8])=[N:6][CH:7]=1.[H-].C([Al+]CC(C)C)C(C)C.CCOC(C)=O. Product: [Br:1][C:2]1[CH:3]=[C:4]([C@@:9]([NH:19][S@@:20]([C:22]([CH3:25])([CH3:24])[CH3:23])=[O:21])([CH2:10][CH:11]=[O:12])[CH3:18])[C:5]([F:8])=[N:6][CH:7]=1. The catalyst class is: 2. (2) Reactant: [NH2:1][C:2]1[CH:7]=[CH:6][C:5]([C:8]2[CH:13]=[CH:12][CH:11]=[C:10]([Cl:14])[CH:9]=2)=[CH:4][C:3]=1[C:15]([CH:17]1[CH2:19][CH2:18]1)=[O:16].[CH3:20][Mg]Br. Product: [NH2:1][C:2]1[CH:7]=[CH:6][C:5]([C:8]2[CH:13]=[CH:12][CH:11]=[C:10]([Cl:14])[CH:9]=2)=[CH:4][C:3]=1[C:15]([CH:17]1[CH2:18][CH2:19]1)([OH:16])[CH3:20]. The catalyst class is: 1. (3) Reactant: [N+:1]([C:4]1[CH:5]=[C:6]([OH:11])[C:7](=[CH:9][CH:10]=1)[OH:8])([O-])=O.NN. Product: [OH:11][C:6]1[CH:5]=[C:4]([CH:10]=[CH:9][C:7]=1[OH:8])[NH2:1]. The catalyst class is: 94. (4) Reactant: [Br:1][C:2]1[CH:3]=[C:4]([N+:13]([O-])=O)[C:5]([CH:8]=[CH:9]N(C)C)=[N:6][CH:7]=1.CCOC(C)=O. Product: [Br:1][C:2]1[CH:3]=[C:4]2[NH:13][CH:9]=[CH:8][C:5]2=[N:6][CH:7]=1. The catalyst class is: 409. (5) Reactant: [CH:1]1([CH:7]([NH:21][C:22]2[CH:31]=[CH:30][C:25]([C:26]([O:28]C)=[O:27])=[CH:24][CH:23]=2)[C:8]2[CH:12]=[C:11]([C:13]3[CH:14]=[N:15][C:16]([F:19])=[CH:17][CH:18]=3)[O:10][C:9]=2[CH3:20])[CH2:6][CH2:5][CH2:4][CH2:3][CH2:2]1.[OH-].[Li+].O.Cl. Product: [CH:1]1([CH:7]([NH:21][C:22]2[CH:31]=[CH:30][C:25]([C:26]([OH:28])=[O:27])=[CH:24][CH:23]=2)[C:8]2[CH:12]=[C:11]([C:13]3[CH:14]=[N:15][C:16]([F:19])=[CH:17][CH:18]=3)[O:10][C:9]=2[CH3:20])[CH2:6][CH2:5][CH2:4][CH2:3][CH2:2]1. The catalyst class is: 7. (6) Reactant: [Br:1][C:2]1[S:6][C:5]([CH:7]2S[CH2:12][CH2:11][N:10]([C:14]([O:16][C:17]([CH3:20])([CH3:19])[CH3:18])=[O:15])[CH2:9][CH2:8]2)=[CH:4][CH:3]=1.O[O:22][S:23]([O-:25])=O.[K+].OS([O-])(=O)=O.[K+]. Product: [Br:1][C:2]1[S:6][C:5]([CH:7]2[S:23](=[O:25])(=[O:22])[CH2:12][CH2:11][N:10]([C:14]([O:16][C:17]([CH3:18])([CH3:20])[CH3:19])=[O:15])[CH2:9][CH2:8]2)=[CH:4][CH:3]=1. The catalyst class is: 5.